From a dataset of Peptide-MHC class II binding affinity with 134,281 pairs from IEDB. Regression. Given a peptide amino acid sequence and an MHC pseudo amino acid sequence, predict their binding affinity value. This is MHC class II binding data. The peptide sequence is SSDLELSWNLNGLQAY. The MHC is DRB1_0802 with pseudo-sequence DRB1_0802. The binding affinity (normalized) is 0.507.